This data is from Full USPTO retrosynthesis dataset with 1.9M reactions from patents (1976-2016). The task is: Predict the reactants needed to synthesize the given product. (1) Given the product [C@@H:17]1([N:25]2[CH:29]=[C:13]([C:14]#[C:15][CH3:16])[CH:27]=[C:26]2[N+:31]([O-:33])=[O:32])[O:22][C@H:21]([CH2:23][OH:24])[C@@H:19]([OH:20])[CH2:18]1, predict the reactants needed to synthesize it. The reactants are: [CH2:13]([Sn]([CH2:13][CH2:14][CH2:15][CH3:16])([CH2:13][CH2:14][CH2:15][CH3:16])C#CC)[CH2:14][CH2:15][CH3:16].[C@@H:17]1([N:25]2[CH:29]=C(I)[CH:27]=[C:26]2[N+:31]([O-:33])=[O:32])[O:22][C@H:21]([CH2:23][OH:24])[C@@H:19]([OH:20])[CH2:18]1. (2) Given the product [NH2:1][C:2]1[C:7]([C:8]([OH:10])=[O:9])=[C:6]([OH:12])[C:5]([Br:13])=[CH:4][CH:3]=1, predict the reactants needed to synthesize it. The reactants are: [NH2:1][C:2]1[C:7]([C:8]([O:10]C)=[O:9])=[C:6]([OH:12])[C:5]([Br:13])=[CH:4][CH:3]=1.O.[OH-].[Li+].O.